This data is from Forward reaction prediction with 1.9M reactions from USPTO patents (1976-2016). The task is: Predict the product of the given reaction. (1) Given the reactants [Cl:1][C:2]1[CH:3]=[C:4]([C:15]([OH:17])=O)[N:5]([C:8]2[C:13]([Cl:14])=[CH:12][CH:11]=[CH:10][N:9]=2)[C:6]=1[Cl:7].[NH2:18][C:19]1[C:20]([C:31](O)=[O:32])=[CH:21][C:22]2[C:27]([C:28]=1[Cl:29])=[CH:26][CH:25]=[C:24](Br)[CH:23]=2.BrC1C=C(C(O)=O)N(C2C(Cl)=CC=CN=2)C=1.NC1C(C)=CC(Cl)=CC=1C(O)=O, predict the reaction product. The product is: [Cl:29][C:28]1[C:19]2[N:18]=[C:15]([C:4]3[N:5]([C:8]4[C:13]([Cl:14])=[CH:12][CH:11]=[CH:10][N:9]=4)[C:6]([Cl:7])=[C:2]([Cl:1])[CH:3]=3)[O:17][C:31](=[O:32])[C:20]=2[CH:21]=[C:22]2[C:27]=1[CH:26]=[CH:25][CH:24]=[CH:23]2. (2) Given the reactants [C:1]([C:5]1[CH:12]=[CH:11][C:8]([CH2:9]Br)=[CH:7][CH:6]=1)([CH3:4])([CH3:3])[CH3:2].[C:13]([S-:15])#[N:14].[K+], predict the reaction product. The product is: [C:1]([C:5]1[CH:12]=[CH:11][C:8]([CH2:9][N:14]=[C:13]=[S:15])=[CH:7][CH:6]=1)([CH3:4])([CH3:3])[CH3:2]. (3) Given the reactants [N:1]([C:4]1[CH:11]=[CH:10][C:7]([CH:8]=O)=[CH:6][CH:5]=1)=[N+:2]=[N-:3].[OH-].[Na+].[CH:14](=[O:16])[CH3:15], predict the reaction product. The product is: [N:1]([C:4]1[CH:11]=[CH:10][C:7]([CH:8]=[CH:15][CH:14]=[O:16])=[CH:6][CH:5]=1)=[N+:2]=[N-:3]. (4) Given the reactants [NH:1]1[C:9]2[C:4](=[CH:5][CH:6]=[CH:7][CH:8]=2)[C:3]([C:10]#[N:11])=[CH:2]1.[CH2:12]([O:14][C:15](=[O:23])[C:16]1[CH:21]=[CH:20][CH:19]=[C:18](I)[CH:17]=1)[CH3:13].C(=O)([O-])[O-].[Cs+].[Cs+].CN(C)CC(O)=O, predict the reaction product. The product is: [CH2:12]([O:14][C:15](=[O:23])[C:16]1[CH:21]=[CH:20][CH:19]=[C:18]([N:1]2[C:9]3[C:4](=[CH:5][CH:6]=[CH:7][CH:8]=3)[C:3]([C:10]#[N:11])=[CH:2]2)[CH:17]=1)[CH3:13]. (5) Given the reactants [C:1]([O:5][C:6](=[O:25])[NH:7][CH2:8][C:9]1[CH:10]=[CH:11][C:12]2[CH:16]=[C:15]([C:17]3[CH:22]=[CH:21][N:20]=[C:19](Cl)[N:18]=3)[S:14][C:13]=2[CH:24]=1)([CH3:4])([CH3:3])[CH3:2].[NH2:26][CH2:27][CH2:28][CH2:29][N:30]1[CH2:35][CH2:34][N:33]([CH3:36])[CH2:32][CH2:31]1, predict the reaction product. The product is: [C:1]([O:5][C:6](=[O:25])[NH:7][CH2:8][C:9]1[CH:10]=[CH:11][C:12]2[CH:16]=[C:15]([C:17]3[CH:22]=[CH:21][N:20]=[C:19]([NH:26][CH2:27][CH2:28][CH2:29][N:30]4[CH2:31][CH2:32][N:33]([CH3:36])[CH2:34][CH2:35]4)[N:18]=3)[S:14][C:13]=2[CH:24]=1)([CH3:4])([CH3:3])[CH3:2]. (6) The product is: [CH3:1][S:2]([O:16][CH:14]([CH3:15])[CH2:13][CH2:12][CH:6]1[CH2:11][CH2:10][CH2:9][CH2:8][CH2:7]1)(=[O:4])=[O:3]. Given the reactants [CH3:1][S:2](Cl)(=[O:4])=[O:3].[CH:6]1([CH2:12][CH2:13][CH:14]([OH:16])[CH3:15])[CH2:11][CH2:10][CH2:9][CH2:8][CH2:7]1, predict the reaction product. (7) Given the reactants [NH2:1][C:2]1[CH:3]=[CH:4][C:5]2[N:10]([CH3:11])[C:9](=[O:12])[O:8][C:7]([CH2:15][CH3:16])([CH2:13][CH3:14])[C:6]=2[C:17]=1[F:18].[Cl:19][C:20]1[CH:21]=[C:22](B(O)O)[CH:23]=[CH:24][C:25]=1[F:26], predict the reaction product. The product is: [Cl:19][C:20]1[CH:21]=[C:22]([NH:1][C:2]2[CH:3]=[CH:4][C:5]3[N:10]([CH3:11])[C:9](=[O:12])[O:8][C:7]([CH2:13][CH3:14])([CH2:15][CH3:16])[C:6]=3[C:17]=2[F:18])[CH:23]=[CH:24][C:25]=1[F:26].